Dataset: Forward reaction prediction with 1.9M reactions from USPTO patents (1976-2016). Task: Predict the product of the given reaction. (1) Given the reactants C(O[CH:4](OCC)[C:5]#[C:6][C:7]1[CH:8]=[C:9]2[C:13](=[CH:14][CH:15]=1)[NH:12][C:11](=[O:16])[CH2:10]2)C.[C:20]1([NH:26][NH2:27])[CH:25]=[CH:24][CH:23]=[CH:22][CH:21]=1.S(=O)(=O)(O)O.C([O-])(O)=O.[Na+], predict the reaction product. The product is: [C:20]1([N:26]2[C:6]([C:7]3[CH:8]=[C:9]4[C:13](=[CH:14][CH:15]=3)[NH:12][C:11](=[O:16])[CH2:10]4)=[CH:5][CH:4]=[N:27]2)[CH:25]=[CH:24][CH:23]=[CH:22][CH:21]=1. (2) Given the reactants [CH2:1]([N:3]1[C:7](I)=[C:6]([I:9])[N:5]=[CH:4]1)[CH3:2].[CH2:10]([N:12]([CH:25]1[CH2:30][CH2:29][CH2:28][C:27](=[O:31])[CH2:26]1)[C:13]1[CH:20]=[CH:19][C:16]([C:17]#[N:18])=[C:15]([C:21]([F:24])([F:23])[F:22])[CH:14]=1)[CH3:11].C([Mg]Br)C, predict the reaction product. The product is: [CH2:10]([N:12]([CH:25]1[CH2:30][CH2:29][CH2:28][C:27]([C:7]2[N:3]([CH2:1][CH3:2])[CH:4]=[N:5][C:6]=2[I:9])([OH:31])[CH2:26]1)[C:13]1[CH:20]=[CH:19][C:16]([C:17]#[N:18])=[C:15]([C:21]([F:22])([F:23])[F:24])[CH:14]=1)[CH3:11]. (3) Given the reactants I[C:2]1[CH:7]=[CH:6][C:5]2[C:8]3[CH2:13][CH2:12][NH:11][C:10]([CH2:15][N:16]4[C:24](=[O:25])[C:23]5[C:18](=[CH:19][CH:20]=[CH:21][CH:22]=5)[C:17]4=[O:26])([CH3:14])[C:9]=3[O:27][C:4]=2[CH:3]=1.CC(C)([O-])C.[Na+].C(O)CO.CN(C)C=O.[F:43][C:44]1[CH:45]=[C:46]([SH:50])[CH:47]=[CH:48][CH:49]=1, predict the reaction product. The product is: [F:43][C:44]1[CH:45]=[C:46]([S:50][C:2]2[CH:7]=[CH:6][C:5]3[C:8]4[CH2:13][CH2:12][NH:11][C:10]([CH2:15][N:16]5[C:24](=[O:25])[C:23]6[C:18](=[CH:19][CH:20]=[CH:21][CH:22]=6)[C:17]5=[O:26])([CH3:14])[C:9]=4[O:27][C:4]=3[CH:3]=2)[CH:47]=[CH:48][CH:49]=1. (4) Given the reactants [C:1]1([C:7]2[S:15][C:14]3[CH:13]=[CH:12][NH:11][C:10](=[O:16])[C:9]=3[CH:8]=2)[CH:6]=[CH:5][CH:4]=[CH:3][CH:2]=1.C1C(=O)N([Br:24])C(=O)C1.O, predict the reaction product. The product is: [Br:24][C:13]1[C:14]2[S:15][C:7]([C:1]3[CH:2]=[CH:3][CH:4]=[CH:5][CH:6]=3)=[CH:8][C:9]=2[C:10](=[O:16])[NH:11][CH:12]=1. (5) Given the reactants [NH:1](C(OCC1C2C(=CC=CC=2)C2C1=CC=CC=2)=O)[C@H:2]([C:4](O)=O)C.[NH:24]([C:41]([O:43]CC1C2C(=CC=CC=2)C2C1=CC=CC=2)=O)[C@H:25]([C:38]([OH:40])=O)[CH2:26][C:27]1[CH:32]=[CH:31][C:30]([O:33]C(C)(C)C)=[CH:29][CH:28]=1.C[N:59](C(ON1N=NC2C=CC(=CC1=2)Cl)=[N+](C)C)C.F[P-](F)(F)(F)(F)F.CCN(C(C)C)C(C)C, predict the reaction product. The product is: [NH2:1][C@H:2]([C:41]([NH:24][C@H:25]([C:38]([NH2:59])=[O:40])[CH2:26][C:27]1[CH:28]=[CH:29][C:30]([OH:33])=[CH:31][CH:32]=1)=[O:43])[CH3:4]. (6) Given the reactants [F:1][C:2]1[CH:3]=[C:4]([C@H:10]2[CH2:14][CH2:13][CH2:12][N:11]2[C:15]2[CH:20]=[CH:19][N:18]3[N:21]=[CH:22][C:23]([C:24]([NH:26][CH2:27][CH2:28]O)=[O:25])=[C:17]3[N:16]=2)[C:5]([O:8]C)=[N:6][CH:7]=1.[ClH:30], predict the reaction product. The product is: [Cl:30][CH2:28][CH2:27][NH:26][C:24]([C:23]1[CH:22]=[N:21][N:18]2[CH:19]=[CH:20][C:15]([N:11]3[CH2:12][CH2:13][CH2:14][C@@H:10]3[C:4]3[C:5](=[O:8])[NH:6][CH:7]=[C:2]([F:1])[CH:3]=3)=[N:16][C:17]=12)=[O:25]. (7) Given the reactants [CH3:1][O:2][C:3]1[CH:4]=[C:5]([O:15][C:16]2[CH:17]=[N:18][C:19]([CH2:22][O:23][CH3:24])=[CH:20][CH:21]=2)[CH:6]=[C:7]2[C:11]=1[NH:10][C:9]([C:12](O)=[O:13])=[CH:8]2.Cl.C([N:28]=C=NCCCN(C)C)C.ON1C2C=CC=CC=2N=N1.[OH-].[NH4+], predict the reaction product. The product is: [CH3:1][O:2][C:3]1[CH:4]=[C:5]([O:15][C:16]2[CH:17]=[N:18][C:19]([CH2:22][O:23][CH3:24])=[CH:20][CH:21]=2)[CH:6]=[C:7]2[C:11]=1[NH:10][C:9]([C:12]([NH2:28])=[O:13])=[CH:8]2. (8) Given the reactants Cl.[OH:2][NH2:3].[CH:4]([C@H:6]1[CH2:11][CH2:10][C@H:9]([C:12]([O:14][CH3:15])=[O:13])[CH2:8][CH2:7]1)=O.C(=O)([O-])O.[Na+], predict the reaction product. The product is: [OH:2]/[N:3]=[CH:4]/[C@H:6]1[CH2:11][CH2:10][C@H:9]([C:12]([O:14][CH3:15])=[O:13])[CH2:8][CH2:7]1. (9) Given the reactants Cl.[NH2:2][CH:3]1[CH2:8][CH2:7][CH:6]([N:9]([C:19]2[CH:23]=[C:22]([C:24]#[C:25][C:26]([CH3:29])([CH3:28])[CH3:27])[S:21][C:20]=2[C:30]([OH:32])=[O:31])[C:10]([CH:12]2[CH2:17][CH2:16][CH:15]([CH3:18])[CH2:14][CH2:13]2)=[O:11])[CH2:5][CH2:4]1.[CH3:33][O:34][P:35]1(=[O:42])[CH2:40][CH2:39][C:38](=O)[CH2:37][CH2:36]1.C(O[BH-](OC(=O)C)OC(=O)C)(=O)C.[Na+], predict the reaction product. The product is: [CH3:29][C:26]([CH3:27])([CH3:28])[C:25]#[C:24][C:22]1[S:21][C:20]([C:30]([OH:32])=[O:31])=[C:19]([N:9]([CH:6]2[CH2:5][CH2:4][CH:3]([NH:2][CH:38]3[CH2:39][CH2:40][P:35]([O:34][CH3:33])(=[O:42])[CH2:36][CH2:37]3)[CH2:8][CH2:7]2)[C:10]([C@H:12]2[CH2:13][CH2:14][C@H:15]([CH3:18])[CH2:16][CH2:17]2)=[O:11])[CH:23]=1.